This data is from Forward reaction prediction with 1.9M reactions from USPTO patents (1976-2016). The task is: Predict the product of the given reaction. Given the reactants [Cr](Cl)([O-])(=O)=O.[NH+]1C=CC=CC=1.[F:12][C:13]1[C:18]([F:19])=[CH:17][C:16]([NH:20][C:21](=[O:26])[C:22]([CH3:25])([CH3:24])[CH3:23])=[C:15]([CH2:27][OH:28])[CH:14]=1, predict the reaction product. The product is: [F:12][C:13]1[C:18]([F:19])=[CH:17][C:16]([NH:20][C:21](=[O:26])[C:22]([CH3:23])([CH3:24])[CH3:25])=[C:15]([CH:27]=[O:28])[CH:14]=1.